From a dataset of Reaction yield outcomes from USPTO patents with 853,638 reactions. Predict the reaction yield, written as a fraction of the theoretical maximum amount of product (1.0 means a 100% yield; for example, 0.34 means a 34% yield). The reactants are [C:1]([C:3]1[CH:23]=[CH:22][C:6]([CH2:7][N:8]2[CH:17]=[CH:16][C:15]3[C:10](=[CH:11][C:12]([C:18](O)=[O:19])=[CH:13][CH:14]=3)[C:9]2=[O:21])=[CH:5][CH:4]=1)#[N:2].[N:24]1[CH:29]=[C:28]([CH2:30][NH2:31])[CH:27]=[N:26][CH:25]=1. No catalyst specified. The product is [N:24]1[CH:29]=[C:28]([CH2:30][NH:31][C:18]([C:12]2[CH:11]=[C:10]3[C:15]([CH:16]=[CH:17][N:8]([CH2:7][C:6]4[CH:5]=[CH:4][C:3]([C:1]#[N:2])=[CH:23][CH:22]=4)[C:9]3=[O:21])=[CH:14][CH:13]=2)=[O:19])[CH:27]=[N:26][CH:25]=1. The yield is 0.324.